From a dataset of Reaction yield outcomes from USPTO patents with 853,638 reactions. Predict the reaction yield, written as a fraction of the theoretical maximum amount of product (1.0 means a 100% yield; for example, 0.34 means a 34% yield). (1) The reactants are C[O:2][C:3]([C@:5]1([CH2:11][O:12][Si:13]([CH:20]([CH3:22])[CH3:21])([CH:17]([CH3:19])[CH3:18])[CH:14]([CH3:16])[CH3:15])[CH2:9][CH2:8][CH2:7][N:6]1[CH3:10])=[O:4].O.[OH-].[Li+].Cl. The product is [CH3:10][N:6]1[CH2:7][CH2:8][CH2:9][C@@:5]1([CH2:11][O:12][Si:13]([CH:17]([CH3:19])[CH3:18])([CH:14]([CH3:16])[CH3:15])[CH:20]([CH3:22])[CH3:21])[C:3]([OH:4])=[O:2]. The yield is 0.920. The catalyst is CO.O. (2) The reactants are [CH2:1]([O:8][N:9]1[C:15](=[O:16])[N:14]2[CH2:17][C@H:10]1[CH2:11][CH2:12][C@H:13]2[C:18]([NH:20]/[C:21](=[N:23]\[OH:24])/[CH3:22])=O)[C:2]1[CH:7]=[CH:6][CH:5]=[CH:4][CH:3]=1. The catalyst is CN(C=O)C. The product is [CH2:1]([O:8][N:9]1[C:15](=[O:16])[N:14]2[CH2:17][C@H:10]1[CH2:11][CH2:12][C@H:13]2[C:18]1[O:24][N:23]=[C:21]([CH3:22])[N:20]=1)[C:2]1[CH:7]=[CH:6][CH:5]=[CH:4][CH:3]=1. The yield is 0.790. (3) The reactants are Cl.Cl.[NH:3]1[CH:7]=[C:6]([NH:8][C:9]([C:11]2[CH:16]=[C:15]([CH2:17][O:18][C:19]3[CH:24]=[CH:23][CH:22]=[CH:21][C:20]=3[C:25]([F:28])([F:27])[F:26])[CH:14]=[CH:13][N:12]=2)=[O:10])[CH:5]=[N:4]1.Br[CH2:30][C:31]1[CH:36]=[CH:35][CH:34]=[CH:33][N:32]=1. No catalyst specified. The product is [N:32]1[CH:33]=[CH:34][CH:35]=[CH:36][C:31]=1[CH2:30][N:3]1[CH:7]=[C:6]([NH:8][C:9]([C:11]2[CH:16]=[C:15]([CH2:17][O:18][C:19]3[CH:24]=[CH:23][CH:22]=[CH:21][C:20]=3[C:25]([F:26])([F:27])[F:28])[CH:14]=[CH:13][N:12]=2)=[O:10])[CH:5]=[N:4]1. The yield is 0.380. (4) The product is [CH3:1][O:2][CH2:3][CH2:4][CH2:5][O:6][C:14]1[CH:15]=[CH:16][CH:17]=[C:10]([N+:7]([O-:9])=[O:8])[C:11]=1[C:12]#[N:13]. The reactants are [CH3:1][O:2][CH2:3][CH2:4][CH2:5][OH:6].[N+:7]([C:10]1[CH:17]=[CH:16][CH:15]=[C:14]([N+]([O-])=O)[C:11]=1[C:12]#[N:13])([O-:9])=[O:8]. The yield is 0.636. No catalyst specified.